This data is from Catalyst prediction with 721,799 reactions and 888 catalyst types from USPTO. The task is: Predict which catalyst facilitates the given reaction. (1) Product: [Br:1][C:2]1[CH:7]=[C:6]([O:8][CH3:9])[C:5]2[O:10][CH2:16][O:12][CH2:11][C:4]=2[CH:3]=1. Reactant: [Br:1][C:2]1[CH:7]=[C:6]([O:8][CH3:9])[C:5]([OH:10])=[C:4]([CH2:11][OH:12])[CH:3]=1.[H-].[Na+].Br[CH2:16]Cl.[I-].[Na+].[Cl-].[NH4+]. The catalyst class is: 39. (2) Reactant: [CH2:1]([NH:8][CH2:9][CH2:10][C:11]1[CH:16]=[CH:15][C:14]([O:17][CH3:18])=[C:13]([O:19][CH3:20])[CH:12]=1)[C:2]1[CH:7]=[CH:6][CH:5]=[CH:4][CH:3]=1.Cl[CH2:22][C:23]([N:25]([CH3:27])[CH3:26])=[O:24].CCN(C(C)C)C(C)C.CN(C=O)C. Product: [CH2:1]([N:8]([CH2:9][CH2:10][C:11]1[CH:16]=[CH:15][C:14]([O:17][CH3:18])=[C:13]([O:19][CH3:20])[CH:12]=1)[CH2:22][C:23]([N:25]([CH3:27])[CH3:26])=[O:24])[C:2]1[CH:7]=[CH:6][CH:5]=[CH:4][CH:3]=1. The catalyst class is: 1.